Dataset: Peptide-MHC class II binding affinity with 134,281 pairs from IEDB. Task: Regression. Given a peptide amino acid sequence and an MHC pseudo amino acid sequence, predict their binding affinity value. This is MHC class II binding data. (1) The peptide sequence is NEDDSNFAHWTEARIML. The MHC is DRB1_0401 with pseudo-sequence DRB1_0401. The binding affinity (normalized) is 0.176. (2) The peptide sequence is LSDISLKLTSGKIAS. The MHC is DRB1_0405 with pseudo-sequence DRB1_0405. The binding affinity (normalized) is 0.226. (3) The peptide sequence is RWLLLNVTSEDLGKT. The MHC is DRB1_0801 with pseudo-sequence DRB1_0801. The binding affinity (normalized) is 0.571.